From a dataset of Forward reaction prediction with 1.9M reactions from USPTO patents (1976-2016). Predict the product of the given reaction. (1) Given the reactants [F:1][C:2]1[CH:3]=[C:4]([C:10]2[C:15]([C:16]3[CH:21]=[CH:20][C:19]([O:22][CH3:23])=[C:18]([F:24])[CH:17]=3)=[N:14][NH:13][C:12](=[O:25])[CH:11]=2)[CH:5]=[CH:6][C:7]=1[O:8][CH3:9].[CH2:26](I)[CH3:27], predict the reaction product. The product is: [F:1][C:2]1[CH:3]=[C:4]([C:10]2[C:15]([C:16]3[CH:21]=[CH:20][C:19]([O:22][CH3:23])=[C:18]([F:24])[CH:17]=3)=[N:14][N:13]([CH2:26][CH3:27])[C:12](=[O:25])[CH:11]=2)[CH:5]=[CH:6][C:7]=1[O:8][CH3:9]. (2) Given the reactants [Br:1][C:2]1[CH:7]=[CH:6][C:5]([CH:8](O)[CH3:9])=[C:4]([F:11])[CH:3]=1.P(Br)(Br)[Br:13], predict the reaction product. The product is: [Br:1][C:2]1[CH:7]=[CH:6][C:5]([CH:8]([Br:13])[CH3:9])=[C:4]([F:11])[CH:3]=1. (3) Given the reactants O.Cl.[CH3:3][C:4]1[CH:12]=[C:11]2[C:7]([C:8]([C:13]3[CH:18]=[CH:17][CH:16]=[CH:15][CH:14]=3)=[N:9][NH:10]2)=[CH:6][C:5]=1[N+:19]([O-])=O.[OH-].[NH4+], predict the reaction product. The product is: [NH2:19][C:5]1[CH:6]=[C:7]2[C:11](=[CH:12][C:4]=1[CH3:3])[NH:10][N:9]=[C:8]2[C:13]1[CH:14]=[CH:15][CH:16]=[CH:17][CH:18]=1. (4) Given the reactants [NH2:1][C:2]1[N:7]=[C:6](Cl)[C:5]([C:9]#[N:10])=[C:4]([C:11]2[CH:16]=[CH:15][CH:14]=[CH:13][CH:12]=2)[N:3]=1.[CH3:17][O:18][CH2:19][CH2:20][OH:21].C1CCN2C(=NCCC2)CC1, predict the reaction product. The product is: [NH2:1][C:2]1[N:7]=[C:6]([O:21][CH2:20][CH2:19][O:18][CH3:17])[C:5]([C:9]#[N:10])=[C:4]([C:11]2[CH:16]=[CH:15][CH:14]=[CH:13][CH:12]=2)[N:3]=1. (5) Given the reactants [CH3:1][O:2][C:3]1[CH:4]=[C:5]([NH:13][C:14]2[N:15]=[N:16][C:17]([CH:20]([NH:22][C:23]([C:25]3[CH:26]=[C:27]4[C:31](=[CH:32][CH:33]=3)[NH:30][CH:29]=[CH:28]4)=O)[CH3:21])=[CH:18][N:19]=2)[CH:6]=[C:7]([O:11][CH3:12])[C:8]=1[O:9][CH3:10].N1C=NC=N1.P(Cl)(Cl)(Cl)=O, predict the reaction product. The product is: [NH:30]1[C:31]2[C:27](=[CH:26][C:25]([C:23]3[N:16]4[C:17]([CH:18]=[N:19][C:14]([NH:13][C:5]5[CH:4]=[C:3]([O:2][CH3:1])[C:8]([O:9][CH3:10])=[C:7]([O:11][CH3:12])[CH:6]=5)=[N:15]4)=[C:20]([CH3:21])[N:22]=3)=[CH:33][CH:32]=2)[CH:28]=[CH:29]1.